This data is from Catalyst prediction with 721,799 reactions and 888 catalyst types from USPTO. The task is: Predict which catalyst facilitates the given reaction. (1) Reactant: [Br:1][C:2]1[CH:7]=[CH:6][C:5]([OH:8])=[C:4]([F:9])[CH:3]=1.O[CH2:11][CH2:12][N:13]1[CH2:18][CH2:17][O:16][CH2:15][CH2:14]1.C1(P(C2C=CC=CC=2)C2C=CC=CC=2)C=CC=CC=1.N(C(OCC)=O)=NC(OCC)=O. Product: [Br:1][C:2]1[CH:7]=[CH:6][C:5]([O:8][CH2:11][CH2:12][N:13]2[CH2:18][CH2:17][O:16][CH2:15][CH2:14]2)=[C:4]([F:9])[CH:3]=1. The catalyst class is: 7. (2) Reactant: Br[C:2]1[C:7]([CH3:8])=[CH:6][CH:5]=[CH:4][C:3]=1[O:9][CH3:10].[C:11]([Cu])#[N:12].CN(C=O)C. Product: [CH3:10][O:9][C:3]1[CH:4]=[CH:5][CH:6]=[C:7]([CH3:8])[C:2]=1[C:11]#[N:12]. The catalyst class is: 2. (3) Reactant: [CH3:1][CH:2]1[NH:7][CH2:6][C:5]2[C:8]([C:11]3[CH:15]=[CH:14][S:13][CH:12]=3)=[N:9][NH:10][C:4]=2[CH2:3]1.[Cl:16][C:17]1[CH:18]=[C:19]([NH:23][C:24](=O)[O:25]C2C=CC=CC=2)[CH:20]=[CH:21][CH:22]=1.O. Product: [Cl:16][C:17]1[CH:18]=[C:19]([NH:23][C:24]([N:7]2[CH:2]([CH3:1])[CH2:3][C:4]3[NH:10][N:9]=[C:8]([C:11]4[CH:15]=[CH:14][S:13][CH:12]=4)[C:5]=3[CH2:6]2)=[O:25])[CH:20]=[CH:21][CH:22]=1. The catalyst class is: 2. (4) Reactant: [I:1][C:2]1[CH:7]=[CH:6][C:5]([OH:8])=[CH:4][CH:3]=1.[C:9](OC(=O)C)(=[O:11])[CH3:10].C(OCC)(=O)C. Product: [C:9]([O:8][C:5]1[CH:6]=[CH:7][C:2]([I:1])=[CH:3][CH:4]=1)(=[O:11])[CH3:10]. The catalyst class is: 17. (5) Reactant: N#N.[CH2:3]([O:5][C:6]([C:8]1[CH:12]=[C:11]([CH2:13]O)[O:10][N:9]=1)=[O:7])[CH3:4].CCN(CC)CC.S([Cl:26])(C)(=O)=O. Product: [CH2:3]([O:5][C:6]([C:8]1[CH:12]=[C:11]([CH2:13][Cl:26])[O:10][N:9]=1)=[O:7])[CH3:4]. The catalyst class is: 64.